Dataset: Forward reaction prediction with 1.9M reactions from USPTO patents (1976-2016). Task: Predict the product of the given reaction. (1) Given the reactants [N:1]1[CH:6]=[CH:5][C:4]([NH2:7])=[N:3][CH:2]=1.C[Si]([N-][Si](C)(C)C)(C)C.[Li+].[Br:18][C:19]1[C:28]2[C:23](=[CH:24][C:25]([S:29](OC3C(F)=C(F)C(F)=C(F)C=3F)(=[O:31])=[O:30])=[CH:26][CH:27]=2)[CH:22]=[N:21][CH:20]=1.NC1N=CC=CN=1.[ClH:51], predict the reaction product. The product is: [ClH:51].[Br:18][C:19]1[C:28]2[C:23](=[CH:24][C:25]([S:29]([NH:7][C:4]3[CH:5]=[CH:6][N:1]=[CH:2][N:3]=3)(=[O:31])=[O:30])=[CH:26][CH:27]=2)[CH:22]=[N:21][CH:20]=1. (2) Given the reactants [F:1][C:2]1[CH:3]=[CH:4][C:5]([CH3:17])=[C:6]([CH:8]=[N:9][C:10]([O:12][Si](C)(C)C)=[CH2:11])[CH:7]=1.C(OC([N:25]1[C:33]2[C:28](=[CH:29][CH:30]=[C:31]([Cl:34])[CH:32]=2)/[C:27](=[CH:35]/[C:36]2[CH:41]=[C:40]([Cl:42])[CH:39]=[CH:38][C:37]=2[O:43][CH:44]2[CH2:49][CH2:48][N:47]([C:50]([O:52][C:53]([CH3:56])([CH3:55])[CH3:54])=[O:51])[CH2:46][CH2:45]2)/[C:26]1=[O:57])=O)(C)(C)C, predict the reaction product. The product is: [C:53]([O:52][C:50]([N:47]1[CH2:48][CH2:49][CH:44]([O:43][C:37]2[CH:38]=[CH:39][C:40]([Cl:42])=[CH:41][C:36]=2[CH:35]2[CH2:12][C:10](=[O:11])[NH:9][CH:8]([C:6]3[CH:7]=[C:2]([F:1])[CH:3]=[CH:4][C:5]=3[CH3:17])[C:27]32[C:28]2[C:33](=[CH:32][C:31]([Cl:34])=[CH:30][CH:29]=2)[NH:25][C:26]3=[O:57])[CH2:45][CH2:46]1)=[O:51])([CH3:56])([CH3:54])[CH3:55]. (3) Given the reactants FC1C(O[C:9]([C:11]2[CH:12]=[C:13]3[C:17](=[CH:18][CH:19]=2)[NH:16][C:15](=[O:20])[C:14]3=[N:21][NH:22][C:23]2[CH:28]=[CH:27][C:26]([S:29](=[O:32])(=[O:31])[NH2:30])=[CH:25][CH:24]=2)=[O:10])=C(F)C(F)=C(F)C=1F.[CH3:37][O:38][C:39]1[CH:46]=[CH:45][CH:44]=[C:43]([O:47][CH3:48])[C:40]=1[CH2:41][NH2:42], predict the reaction product. The product is: [CH3:48][O:47][C:43]1[CH:44]=[CH:45][CH:46]=[C:39]([O:38][CH3:37])[C:40]=1[CH2:41][NH:42][C:9]([C:11]1[CH:12]=[C:13]2[C:17](=[CH:18][CH:19]=1)[NH:16][C:15](=[O:20])[C:14]2=[N:21][NH:22][C:23]1[CH:28]=[CH:27][C:26]([S:29](=[O:31])(=[O:32])[NH2:30])=[CH:25][CH:24]=1)=[O:10].